Dataset: Full USPTO retrosynthesis dataset with 1.9M reactions from patents (1976-2016). Task: Predict the reactants needed to synthesize the given product. (1) Given the product [Cl:32][C:25]1[C:26]2[C:27]3[C:28](=[O:30])[N:17]([C:14]4[CH:15]=[C:16]5[C:11]([CH:10]=[CH:9][N:8]5[CH2:7][C:6]([O:5][C:1]([CH3:4])([CH3:3])[CH3:2])=[O:34])=[CH:12][CH:13]=4)[CH2:18][C:19]=3[N:20]([CH3:33])[C:21]=2[CH:22]=[CH:23][CH:24]=1, predict the reactants needed to synthesize it. The reactants are: [C:1]([O:5][C:6](=[O:34])[CH2:7][N:8]1[C:16]2[C:11](=[CH:12][CH:13]=[C:14]([NH:17][CH2:18][C:19]3[N:20]([CH3:33])[C:21]4[C:26]([C:27]=3[C:28]([O:30]C)=O)=[C:25]([Cl:32])[CH:24]=[CH:23][CH:22]=4)[CH:15]=2)[CH:10]=[CH:9]1)([CH3:4])([CH3:3])[CH3:2].[Al](C)(C)C. (2) Given the product [NH2:1][C:4]1[CH:11]=[CH:10][C:7]([C:8]#[N:9])=[C:6]([F:12])[CH:5]=1, predict the reactants needed to synthesize it. The reactants are: [N+:1]([C:4]1[CH:11]=[CH:10][C:7]([C:8]#[N:9])=[C:6]([F:12])[CH:5]=1)([O-])=O.C(O)(=O)C. (3) Given the product [Cl:1][C:2]1[CH:3]=[C:4]([C:13]2[O:14][C:15]3[CH2:21][CH:20]([O:22][CH2:24][C:25]([N:27]4[CH2:32][CH2:31][O:30][CH2:29][CH2:28]4)=[O:26])[CH2:19][CH2:18][C:16]=3[N:17]=2)[CH:5]=[CH:6][C:7]=1[O:8][CH2:9][CH:10]1[CH2:11][CH2:12]1, predict the reactants needed to synthesize it. The reactants are: [Cl:1][C:2]1[CH:3]=[C:4]([C:13]2[O:14][C:15]3[CH2:21][CH:20]([OH:22])[CH2:19][CH2:18][C:16]=3[N:17]=2)[CH:5]=[CH:6][C:7]=1[O:8][CH2:9][CH:10]1[CH2:12][CH2:11]1.Cl[CH2:24][C:25]([N:27]1[CH2:32][CH2:31][O:30][CH2:29][CH2:28]1)=[O:26].CC(C)([O-])C.[K+].[Cl-].[NH4+].